This data is from Peptide-MHC class I binding affinity with 185,985 pairs from IEDB/IMGT. The task is: Regression. Given a peptide amino acid sequence and an MHC pseudo amino acid sequence, predict their binding affinity value. This is MHC class I binding data. (1) The peptide sequence is KVFFGPIYY. The MHC is HLA-A01:01 with pseudo-sequence HLA-A01:01. The binding affinity (normalized) is 0.0847. (2) The peptide sequence is KSVEDVSAF. The MHC is HLA-B15:03 with pseudo-sequence HLA-B15:03. The binding affinity (normalized) is 0.759. (3) The peptide sequence is SVFHEHIFK. The MHC is HLA-A30:01 with pseudo-sequence HLA-A30:01. The binding affinity (normalized) is 0.831. (4) The binding affinity (normalized) is 0.969. The peptide sequence is VSIAYNAL. The MHC is H-2-Kb with pseudo-sequence H-2-Kb. (5) The peptide sequence is AFVRFSTDK. The MHC is H-2-Dd with pseudo-sequence H-2-Dd. The binding affinity (normalized) is 0. (6) The peptide sequence is GEWAFWENK. The MHC is HLA-A11:01 with pseudo-sequence HLA-A11:01. The binding affinity (normalized) is 0.0598. (7) The peptide sequence is AQGYKVLVL. The MHC is Patr-A0701 with pseudo-sequence Patr-A0701. The binding affinity (normalized) is 0.375. (8) The peptide sequence is VTLPTGQCL. The MHC is HLA-A02:01 with pseudo-sequence HLA-A02:01. The binding affinity (normalized) is 0.0530. (9) The peptide sequence is LLLENKSLTI. The MHC is HLA-A02:06 with pseudo-sequence HLA-A02:06. The binding affinity (normalized) is 0.336.